From a dataset of Full USPTO retrosynthesis dataset with 1.9M reactions from patents (1976-2016). Predict the reactants needed to synthesize the given product. (1) Given the product [Cl:13][C:14]1[CH:20]=[C:19]([S:21]([C:24]([F:25])([F:26])[F:27])(=[O:23])=[O:22])[CH:18]=[CH:17][C:15]=1[NH:16][C:5](=[O:7])[C:4]1[CH:8]=[C:9]([F:11])[CH:10]=[C:2]([F:1])[C:3]=1[OH:12], predict the reactants needed to synthesize it. The reactants are: [F:1][C:2]1[C:3]([OH:12])=[C:4]([CH:8]=[C:9]([F:11])[CH:10]=1)[C:5]([OH:7])=O.[Cl:13][C:14]1[CH:20]=[C:19]([S:21]([C:24]([F:27])([F:26])[F:25])(=[O:23])=[O:22])[CH:18]=[CH:17][C:15]=1[NH2:16]. (2) Given the product [NH2:2][C:1]1[C:3]2[C:4](=[CH:5][C:6]([C:9]3[N:14]=[C:13]([NH:15][CH3:16])[N:12]=[C:11]([N:17]4[C@H:22]([CH3:23])[CH2:21][CH2:20][C@H:19]([C:24]([NH:26][CH:27]5[CH2:32][CH2:31][CH2:30][CH2:29][CH2:28]5)=[O:25])[CH2:18]4)[CH:10]=3)=[CH:7][CH:8]=2)[NH:36][N:35]=1, predict the reactants needed to synthesize it. The reactants are: [C:1]([C:3]1[CH:8]=[CH:7][C:6]([C:9]2[N:14]=[C:13]([NH:15][CH3:16])[N:12]=[C:11]([N:17]3[C@H:22]([CH3:23])[CH2:21][CH2:20][C@H:19]([C:24]([NH:26][CH:27]4[CH2:32][CH2:31][CH2:30][CH2:29][CH2:28]4)=[O:25])[CH2:18]3)[CH:10]=2)=[CH:5][C:4]=1F)#[N:2].O.[NH2:35][NH2:36]. (3) Given the product [CH:15]([C:19]1[C:20]([Cl:31])=[N:21][C:22]([S:29]([CH3:30])(=[O:9])=[O:32])=[N:23][C:24]=1[C:25]([F:26])([F:28])[F:27])([CH2:17][CH3:18])[CH3:16], predict the reactants needed to synthesize it. The reactants are: ClC1C=CC=C(C(OO)=[O:9])C=1.ClCCl.[CH:15]([C:19]1[C:20]([Cl:31])=[N:21][C:22]([S:29][CH3:30])=[N:23][C:24]=1[C:25]([F:28])([F:27])[F:26])([CH2:17][CH3:18])[CH3:16].[OH2:32]. (4) Given the product [CH3:2][O:3][C:4](=[O:29])[C:5]1[CH:10]=[CH:9][CH:8]=[C:7](/[CH:11]=[C:12]2\[CH2:13][C@@H:14]([C:22]3[CH:27]=[CH:26][CH:25]=[C:24]([OH:28])[CH:23]=3)[C@@H:15]([CH2:18][N:19]([CH3:21])[CH3:20])[CH2:16][CH2:17]\2)[CH:6]=1, predict the reactants needed to synthesize it. The reactants are: Cl.[CH3:2][O:3][C:4](=[O:29])[C:5]1[CH:10]=[CH:9][CH:8]=[C:7](/[CH:11]=[C:12]2/[CH2:13][C@@H:14]([C:22]3[CH:27]=[CH:26][CH:25]=[C:24]([OH:28])[CH:23]=3)[C@@H:15]([CH2:18][N:19]([CH3:21])[CH3:20])[CH2:16][CH2:17]/2)[CH:6]=1. (5) Given the product [CH:1]([N:4]1[C:13]2[C:8](=[C:9]([CH3:14])[CH:10]=[CH:11][CH:12]=2)[CH:7]=[C:6]([C:15]([NH:25][CH2:26][CH:27]2[CH2:32][CH2:31][N:30]([C:33]([O:35][C:36]([CH3:39])([CH3:38])[CH3:37])=[O:34])[CH2:29][CH2:28]2)=[O:17])[C:5]1=[O:18])([CH3:2])[CH3:3], predict the reactants needed to synthesize it. The reactants are: [CH:1]([N:4]1[C:13]2[C:8](=[C:9]([CH3:14])[CH:10]=[CH:11][CH:12]=2)[CH:7]=[C:6]([C:15]([OH:17])=O)[C:5]1=[O:18])([CH3:3])[CH3:2].C(Cl)(=O)C(Cl)=O.[NH2:25][CH2:26][CH:27]1[CH2:32][CH2:31][N:30]([C:33]([O:35][C:36]([CH3:39])([CH3:38])[CH3:37])=[O:34])[CH2:29][CH2:28]1.C(N(C(C)C)CC)(C)C. (6) The reactants are: Br[C:2]1[S:6][C:5]([S:7]([NH2:10])(=[O:9])=[O:8])=[CH:4][CH:3]=1.[CH3:11][C:12]1([CH3:26])[C:17]2[CH:18]=[C:19](B(O)O)[CH:20]=[CH:21][C:16]=2[NH:15][C:14](=[O:25])[O:13]1. Given the product [CH3:11][C:12]1([CH3:26])[O:13][C:14](=[O:25])[NH:15][C:16]2[CH:21]=[CH:20][C:19]([C:4]3[CH:3]=[CH:2][S:6][C:5]=3[S:7]([NH2:10])(=[O:9])=[O:8])=[CH:18][C:17]1=2, predict the reactants needed to synthesize it. (7) The reactants are: [ClH:1].[N:2]12[CH2:9][CH2:8][CH:5]([CH2:6][CH2:7]1)[C@H:4]([NH:10][C:11]([C:13]1[O:14][C:15]3[C:21]([C:22]4[CH:23]=[C:24]([CH:28]=[CH:29][CH:30]=4)[C:25](O)=[O:26])=[CH:20][CH:19]=[CH:18][C:16]=3[CH:17]=1)=[O:12])[CH2:3]2.[CH2:31]([NH2:35])[CH2:32][CH2:33][CH3:34]. Given the product [ClH:1].[N:2]12[CH2:7][CH2:6][CH:5]([CH2:8][CH2:9]1)[C@H:4]([NH:10][C:11]([C:13]1[O:14][C:15]3[C:21]([C:22]4[CH:30]=[CH:29][CH:28]=[C:24]([C:25]([NH:35][CH2:31][CH2:32][CH2:33][CH3:34])=[O:26])[CH:23]=4)=[CH:20][CH:19]=[CH:18][C:16]=3[CH:17]=1)=[O:12])[CH2:3]2, predict the reactants needed to synthesize it. (8) Given the product [CH2:17]([O:24][C:25]1[C:26]([CH3:41])=[CH:27][C:28]([C:32]([C:34]2[N:35]=[CH:36][N:37]=[C:38]([N:1]3[CH2:2][CH2:3][CH:4]([N:7]4[C:15]5[C:10](=[N:11][CH:12]=[CH:13][CH:14]=5)[NH:9][C:8]4=[O:16])[CH2:5][CH2:6]3)[CH:39]=2)=[O:33])=[CH:29][C:30]=1[CH3:31])[C:18]1[CH:19]=[CH:20][CH:21]=[CH:22][CH:23]=1, predict the reactants needed to synthesize it. The reactants are: [NH:1]1[CH2:6][CH2:5][CH:4]([N:7]2[C:15]3[C:10](=[N:11][CH:12]=[CH:13][CH:14]=3)[NH:9][C:8]2=[O:16])[CH2:3][CH2:2]1.[CH2:17]([O:24][C:25]1[C:30]([CH3:31])=[CH:29][C:28]([C:32]([C:34]2[CH:39]=[C:38](Cl)[N:37]=[CH:36][N:35]=2)=[O:33])=[CH:27][C:26]=1[CH3:41])[C:18]1[CH:23]=[CH:22][CH:21]=[CH:20][CH:19]=1.